From a dataset of Experimentally validated miRNA-target interactions with 360,000+ pairs, plus equal number of negative samples. Binary Classification. Given a miRNA mature sequence and a target amino acid sequence, predict their likelihood of interaction. (1) The miRNA is mmu-miR-144-3p with sequence UACAGUAUAGAUGAUGUACU. The protein sequence of the target gene is MAVNVYSTSVTSDNLSRHDMLAWINESLQLNLTKIEQLCSGAAYCQFMDMLFPGSIALKKVKFQAKLEHEYIQNFKILQAGFKRMGVDKIIPVDKLVKGKFQDNFEFVQWFKKFFDANYDGKEYDPVAARQGQETAVAPSLVAPALSKPKKPLGSSTAAPQRPIATQRTTAAPKAGPGMVRKNPGVGNGDDEAAELMQQVKVLKLTVEDLEKERDFYFGKLRNIELICQENEGENDPVLQRIVDILYATDEGFVIPDEGGPQEEQEEY. Result: 1 (interaction). (2) The miRNA is hsa-miR-4739 with sequence AAGGGAGGAGGAGCGGAGGGGCCCU. The protein sequence of the target gene is MSESELGRKWDRCLADAVVKIGTGFGLGIVFSLTFFKRRMWPLAFGSGMGLGMAYSNCQHDFQAPYLLHGKYVKEQEQ. Result: 0 (no interaction). (3) The miRNA is mmu-miR-181c-5p with sequence AACAUUCAACCUGUCGGUGAGU. The protein sequence of the target gene is MDCCTESACSKPDDDILDIPLDDPGANAAAAKIQASFRGHMARKKIKSGECGRKGPGPGGPGGAGGARGGAGGGPSGD. Result: 0 (no interaction). (4) The miRNA is hsa-miR-8058 with sequence CUGGACUUUGAUCUUGCCAUAA. The protein sequence of the target gene is MERRLGVRAWVKENRGSFQPPVCNKLMHQEQLKVMFIGGPNTRKDYHIEEGEEVFYQLEGDMVLRVLEQGKHRDVVIRQGEIFLLPARVPHSPQRFANTVGLVVERRRLETELDGLRYYVGDTMDVLFEKWFYCKDLGTQLAPIIQEFFSSEQYRTGKPIPDQLLKEPPFPLSTRSIMEPMSLDAWLDSHHRELQAGTPLSLFGDTYETQVIAYGQGSSEGLRQNVDVWLWQLEGSSVVTMGGRRLSLAPDDSLLVLAGTSYAWERTQGSVALSVTQDPACKKPLG. Result: 0 (no interaction). (5) The miRNA is hsa-miR-5089-3p with sequence AUGCUACUCGGAAAUCCCACUGA. The protein sequence of the target gene is MASQQAPAKDLQTNNLEFTPTDSSGVQWAEDISNSPSAQLNFSPSNNGCWATQELQSLWKMFNSWLQPEKQTKEQMISQLVLEQFLLTGHCKDKYALTEKWKASGSDMRRFMESLTDECLKPPVMVHVSMQGQEALFSENMPLKEVIKLLKQQQSATRPTPDNEQMPVDTTQDRLLATGQENSENECNNSCNATEANVGESCSGNEMDSLLIIQKEQHPEHEEGNVVCQFPHGARRASQGTPSHHVDFPSAPTTADVPMEEQPKDLSRENISEDKNNCYNTSRNAATQVYSGDNIPRNKS.... Result: 0 (no interaction). (6) The miRNA is hsa-miR-3155a with sequence CCAGGCUCUGCAGUGGGAACU. The protein sequence of the target gene is MWRLVPLKLGRLSRALKLAALGSLLVLMLLHSPSLLASWQRNELADRRFLQLNKCPACFGTSWCRRFLNGQVGFETWGRLRLLDFLNVKNVYFAQYGEPREGGRRRVVLKRLGSQRELAQLDQSICKRATGRPRCDLLQAMPRTEFARLNGDVRLLTPEAVEGWSDLVHCPSQRLLDRLVRRYAETKDSGSFLLRNLKDSERMQLLLTLAFNPEPLVLQSFPSDEGWPFAKYLGACGRMVAVNYVGEELWSYFNAPWEKRVDLAWQLMEIAEQLTNNDFEFALYLLDVSFDNFAVGPRDG.... Result: 0 (no interaction).